This data is from NCI-60 drug combinations with 297,098 pairs across 59 cell lines. The task is: Regression. Given two drug SMILES strings and cell line genomic features, predict the synergy score measuring deviation from expected non-interaction effect. (1) Drug 1: C1=CN(C=N1)CC(O)(P(=O)(O)O)P(=O)(O)O. Drug 2: CC1C(C(CC(O1)OC2CC(OC(C2O)C)OC3=CC4=CC5=C(C(=O)C(C(C5)C(C(=O)C(C(C)O)O)OC)OC6CC(C(C(O6)C)O)OC7CC(C(C(O7)C)O)OC8CC(C(C(O8)C)O)(C)O)C(=C4C(=C3C)O)O)O)O. Cell line: NCI/ADR-RES. Synergy scores: CSS=6.44, Synergy_ZIP=0.364, Synergy_Bliss=6.04, Synergy_Loewe=-0.621, Synergy_HSA=2.05. (2) Drug 1: CC1=C2C(C(=O)C3(C(CC4C(C3C(C(C2(C)C)(CC1OC(=O)C(C(C5=CC=CC=C5)NC(=O)OC(C)(C)C)O)O)OC(=O)C6=CC=CC=C6)(CO4)OC(=O)C)OC)C)OC. Drug 2: CC1=CC=C(C=C1)C2=CC(=NN2C3=CC=C(C=C3)S(=O)(=O)N)C(F)(F)F. Cell line: SK-MEL-28. Synergy scores: CSS=37.1, Synergy_ZIP=3.87, Synergy_Bliss=2.76, Synergy_Loewe=-14.4, Synergy_HSA=1.50. (3) Drug 1: C1CN(CCN1C(=O)CCBr)C(=O)CCBr. Drug 2: C1C(C(OC1N2C=NC(=NC2=O)N)CO)O. Cell line: UO-31. Synergy scores: CSS=0.949, Synergy_ZIP=-3.23, Synergy_Bliss=-3.84, Synergy_Loewe=-5.73, Synergy_HSA=-5.56. (4) Drug 1: CNC(=O)C1=CC=CC=C1SC2=CC3=C(C=C2)C(=NN3)C=CC4=CC=CC=N4. Drug 2: C1=CC(=CC=C1CCCC(=O)O)N(CCCl)CCCl. Cell line: IGROV1. Synergy scores: CSS=25.4, Synergy_ZIP=-0.332, Synergy_Bliss=-2.39, Synergy_Loewe=-2.60, Synergy_HSA=-2.29.